From a dataset of Catalyst prediction with 721,799 reactions and 888 catalyst types from USPTO. Predict which catalyst facilitates the given reaction. (1) Reactant: [C:1]([O:5][C:6]([N:8]1[CH2:13][CH2:12][N:11]([C:14]2[CH:19]=[N:18][CH:17]=[C:16]([Cl:20])[N:15]=2)[CH2:10][CH2:9]1)=[O:7])([CH3:4])([CH3:3])[CH3:2].C1C(=O)N([Br:28])C(=O)C1. Product: [C:1]([O:5][C:6]([N:8]1[CH2:9][CH2:10][N:11]([C:14]2[CH:19]=[N:18][C:17]([Br:28])=[C:16]([Cl:20])[N:15]=2)[CH2:12][CH2:13]1)=[O:7])([CH3:4])([CH3:2])[CH3:3]. The catalyst class is: 22. (2) Reactant: [CH3:1][N:2]1[C:7](=[O:8])[CH:6]=[C:5]([C:9]2[CH:14]=[CH:13][N:12]=[CH:11][N:10]=2)[N:4]=[C:3]1[CH2:15][N:16]1C(=O)C2C(=CC=CC=2)C1=O.O.NN. Product: [NH2:16][CH2:15][C:3]1[N:2]([CH3:1])[C:7](=[O:8])[CH:6]=[C:5]([C:9]2[CH:14]=[CH:13][N:12]=[CH:11][N:10]=2)[N:4]=1. The catalyst class is: 8. (3) Reactant: [CH3:1][C:2]1[N:3]=[CH:4][S:5][CH:6]=1.C[Li].[CH2:9]([Sn:13](Cl)([CH2:18][CH2:19][CH2:20][CH3:21])[CH2:14][CH2:15][CH2:16][CH3:17])[CH2:10][CH2:11][CH3:12]. Product: [CH3:1][C:2]1[N:3]=[C:4]([Sn:13]([CH2:14][CH2:15][CH2:16][CH3:17])([CH2:18][CH2:19][CH2:20][CH3:21])[CH2:9][CH2:10][CH2:11][CH3:12])[S:5][CH:6]=1. The catalyst class is: 28. (4) Reactant: I[C:2]1[CH:7]=[CH:6][C:5]([N+:8]([O-:10])=[O:9])=[CH:4][CH:3]=1.[N:11]1[CH:16]=[CH:15][CH:14]=[CH:13][C:12]=1[O-:17].C([N+](CCCC)(CCCC)CCCC)CCC. Product: [N+:8]([C:5]1[CH:6]=[CH:7][C:2]([N:11]2[CH:16]=[CH:15][CH:14]=[CH:13][C:12]2=[O:17])=[CH:3][CH:4]=1)([O-:10])=[O:9]. The catalyst class is: 471. (5) Reactant: [CH3:1][N:2]([CH3:26])[C:3]1[C:4]2[C:11](C3OC=CC=3)=[CH:10][N:9]([C@@H:17]3[O:23][C@H:22]([CH2:24][OH:25])[C@@H:20]([OH:21])[C@H:18]3[OH:19])[C:5]=2[N:6]=[CH:7][N:8]=1.CN(C)C1C2C(I)=CN([C@@H:39]3[O:45][C@H:44](CO)[C@@H:42](O)[C@H:40]3O)C=2N=CN=1.O1C=CC(B(O)O)=C1. Product: [CH3:26][N:2]([CH3:1])[C:3]1[C:4]2[C:11]([C:42]3[CH:40]=[CH:39][O:45][CH:44]=3)=[CH:10][N:9]([C@@H:17]3[O:23][C@H:22]([CH2:24][OH:25])[C@@H:20]([OH:21])[C@H:18]3[OH:19])[C:5]=2[N:6]=[CH:7][N:8]=1. The catalyst class is: 16. (6) Reactant: [CH3:1][N:2]([CH3:20])[C:3](=[O:19])[NH:4][C:5]1[CH:6]=[CH:7][C:8]2[N:9]([CH:11]=[C:12]([C:14]([O:16]CC)=[O:15])[N:13]=2)[CH:10]=1.[OH-].[Na+]. The catalyst class is: 8. Product: [CH3:1][N:2]([CH3:20])[C:3](=[O:19])[NH:4][C:5]1[CH:6]=[CH:7][C:8]2[N:9]([CH:11]=[C:12]([C:14]([OH:16])=[O:15])[N:13]=2)[CH:10]=1. (7) Reactant: [CH3:1][N:2]1[CH2:7][CH2:6][CH:5]([NH:8][C:9]2[CH:14]=[CH:13][CH:12]=[CH:11][CH:10]=2)[CH2:4][CH2:3]1.CCN(CC)CC.[Br:22][CH:23]([CH3:27])[C:24](Br)=[O:25]. Product: [Br:22][CH:23]([CH3:27])[C:24]([N:8]([CH:5]1[CH2:6][CH2:7][N:2]([CH3:1])[CH2:3][CH2:4]1)[C:9]1[CH:14]=[CH:13][CH:12]=[CH:11][CH:10]=1)=[O:25]. The catalyst class is: 34.